From a dataset of Peptide-MHC class II binding affinity with 134,281 pairs from IEDB. Regression. Given a peptide amino acid sequence and an MHC pseudo amino acid sequence, predict their binding affinity value. This is MHC class II binding data. (1) The peptide sequence is INEPTAAARAYGLDR. The MHC is HLA-DQA10401-DQB10402 with pseudo-sequence HLA-DQA10401-DQB10402. The binding affinity (normalized) is 0.494. (2) The peptide sequence is TASDFWGGAGSAACQ. The MHC is HLA-DQA10102-DQB10602 with pseudo-sequence HLA-DQA10102-DQB10602. The binding affinity (normalized) is 0.0127. (3) The peptide sequence is YDKFLANVFTVLTGK. The MHC is DRB1_1001 with pseudo-sequence DRB1_1001. The binding affinity (normalized) is 0.601. (4) The peptide sequence is HVRVSQPSLILVSQY. The binding affinity (normalized) is 0.0997. The MHC is DRB1_1101 with pseudo-sequence DRB1_1101. (5) The peptide sequence is GRLQIVDKIDAAFKI. The MHC is DRB1_0401 with pseudo-sequence DRB1_0401. The binding affinity (normalized) is 0.530.